From a dataset of Catalyst prediction with 721,799 reactions and 888 catalyst types from USPTO. Predict which catalyst facilitates the given reaction. (1) Reactant: [CH:1]1([CH2:4][C:5]2([C:16]#[N:17])[CH2:10][CH2:9][CH:8]([S:11][CH2:12][CH:13]3[CH2:15][CH2:14]3)[CH2:7][CH2:6]2)[CH2:3][CH2:2]1.[CH3:18][Mg]Br.C1(C)C=CC=CC=1.CCCCCC.[BH4-].[Na+]. Product: [CH:1]1([CH2:4][C:5]2([CH:16]([NH2:17])[CH3:18])[CH2:6][CH2:7][CH:8]([S:11][CH2:12][CH:13]3[CH2:14][CH2:15]3)[CH2:9][CH2:10]2)[CH2:2][CH2:3]1. The catalyst class is: 224. (2) Reactant: [C:1]([C:3]1[C@@H:8]([C:9]2[CH:14]=[CH:13][C:12]([C:15]#[N:16])=[CH:11][C:10]=2[S:17]([CH3:20])(=[O:19])=[O:18])[N:7]([C:21](OC2C=CC([N+]([O-])=O)=CC=2)=[O:22])[C:6](=[O:33])[N:5]([C:34]2[CH:39]=[CH:38][CH:37]=[C:36]([C:40]([F:43])([F:42])[F:41])[CH:35]=2)[C:4]=1[CH3:44])#[N:2].[CH:45]1([NH2:48])[CH2:47][CH2:46]1. Product: [C:1]([C:3]1[C@@H:8]([C:9]2[CH:14]=[CH:13][C:12]([C:15]#[N:16])=[CH:11][C:10]=2[S:17]([CH3:20])(=[O:19])=[O:18])[N:7]([C:21]([NH:48][CH:45]2[CH2:47][CH2:46]2)=[O:22])[C:6](=[O:33])[N:5]([C:34]2[CH:39]=[CH:38][CH:37]=[C:36]([C:40]([F:42])([F:43])[F:41])[CH:35]=2)[C:4]=1[CH3:44])#[N:2]. The catalyst class is: 10.